Dataset: Full USPTO retrosynthesis dataset with 1.9M reactions from patents (1976-2016). Task: Predict the reactants needed to synthesize the given product. (1) Given the product [CH3:1][O:2][C:3]1[CH:4]=[C:5]([CH:8]=[C:9]([O:11][CH3:12])[CH:10]=1)[C:6]([C:13]1[CH:18]=[CH:17][CH:16]=[CH:15][CH:14]=1)=[O:24], predict the reactants needed to synthesize it. The reactants are: [CH3:1][O:2][C:3]1[CH:4]=[C:5]([CH:8]=[C:9]([O:11][CH3:12])[CH:10]=1)[C:6]#N.[C:13]1([Mg]Cl)[CH:18]=[CH:17][CH:16]=[CH:15][CH:14]=1.C1C[O:24]CC1. (2) Given the product [CH2:1]([NH:7][S:8]([C:11]1[C:16]([Cl:17])=[CH:15][CH:14]=[C:13]([NH2:18])[C:12]=1[OH:21])(=[O:9])=[O:10])[C@@H:2]1[O:6][CH2:5][CH2:4][CH2:3]1, predict the reactants needed to synthesize it. The reactants are: [CH2:1]([NH:7][S:8]([C:11]1[C:16]([Cl:17])=[CH:15][CH:14]=[C:13]([N+:18]([O-])=O)[C:12]=1[OH:21])(=[O:10])=[O:9])[C@@H:2]1[O:6][CH2:5][CH2:4][CH2:3]1.[H][H].